Regression. Given a target protein amino acid sequence and a drug SMILES string, predict the binding affinity score between them. We predict pAffinity (pAffinity = -log10(affinity in M)). Dataset: bindingdb_patent. From a dataset of Drug-target binding data from BindingDB patent sources. (1) The compound is CCCCC1(CCCC)CN(c2ccccc2)c2cc(SC)c(OCC(=O)N[C@@H](C(=O)N[C@@H](CC)C(O)=O)c3ccccc3)cc2S(=O)(=O)N1. The target protein (Q96RI1) has sequence MVMQFQGLENPIQISPHCSCTPSGFFMEMMSMKPAKGVLTEQVAGPLGQNLEVEPYSQYSNVQFPQVQPQISSSSYYSNLGFYPQQPEEWYSPGIYELRRMPAETLYQGETEVAEMPVTKKPRMGASAGRIKGDELCVVCGDRASGYHYNALTCEGCKGFFRRSITKNAVYKCKNGGNCVMDMYMRRKCQECRLRKCKEMGMLAECMYTGLLTEIQCKSKRLRKNVKQHADQTVNEDSEGRDLRQVTSTTKSCREKTELTPDQQTLLHFIMDSYNKQRMPQEITNKILKEEFSAEENFLILTEMATNHVQVLVEFTKKLPGFQTLDHEDQIALLKGSAVEAMFLRSAEIFNKKLPSGHSDLLEERIRNSGISDEYITPMFSFYKSIGELKMTQEEYALLTAIVILSPDRQYIKDREAVEKLQEPLLDVLQKLCKIHQPENPQHFACLLGRLTELRTFNHHHAEMLMSWRVNDHKFTPLLCEIWDVQ. The pAffinity is 9.6. (2) The drug is Cc1c(F)cccc1[C@@]1(CC[C@@H](C1)c1ccn2ccnc2c1)C(=O)NO. The target protein (P56524) has sequence MSSQSHPDGLSGRDQPVELLNPARVNHMPSTVDVATALPLQVAPSAVPMDLRLDHQFSLPVAEPALREQQLQQELLALKQKQQIQRQILIAEFQRQHEQLSRQHEAQLHEHIKQQQEMLAMKHQQELLEHQRKLERHRQEQELEKQHREQKLQQLKNKEKGKESAVASTEVKMKLQEFVLNKKKALAHRNLNHCISSDPRYWYGKTQHSSLDQSSPPQSGVSTSYNHPVLGMYDAKDDFPLRKTASEPNLKLRSRLKQKVAERRSSPLLRRKDGPVVTALKKRPLDVTDSACSSAPGSGPSSPNNSSGSVSAENGIAPAVPSIPAETSLAHRLVAREGSAAPLPLYTSPSLPNITLGLPATGPSAGTAGQQDAERLTLPALQQRLSLFPGTHLTPYLSTSPLERDGGAAHSPLLQHMVLLEQPPAQAPLVTGLGALPLHAQSLVGADRVSPSIHKLRQHRPLGRTQSAPLPQNAQALQHLVIQQQHQQFLEKHKQQFQQQ.... The pAffinity is 7.1. (3) The small molecule is NS(=O)(=O)OC[C@H]1C[C@@H](Nc2ccnc3cc(nn23)-c2ccccn2)[C@H](O)[C@@H]1O. The target protein (P22314) has sequence MSSSPLSKKRRVSGPDPKPGSNCSPAQSVLSEVPSVPTNGMAKNGSEADIDEGLYSRQLYVLGHEAMKRLQTSSVLVSGLRGLGVEIAKNIILGGVKAVTLHDQGTAQWADLSSQFYLREEDIGKNRAEVSQPRLAELNSYVPVTAYTGPLVEDFLSGFQVVVLTNTPLEDQLRVGEFCHNRGIKLVVADTRGLFGQLFCDFGEEMILTDSNGEQPLSAMVSMVTKDNPGVVTCLDEARHGFESGDFVSFSEVQGMVELNGNQPMEIKVLGPYTFSICDTSNFSDYIRGGIVSQVKVPKKISFKSLVASLAEPDFVVTDFAKFSRPAQLHIGFQALHQFCAQHGRPPRPRNEEDAAELVALAQAVNARALPAVQQNNLDEDLIRKLAYVAAGDLAPINAFIGGLAAQEVMKACSGKFMPIMQWLYFDALECLPEDKEVLTEDKCLQRQNRYDGQVAVFGSDLQEKLGKQKYFLVGAGAIGCELLKNFAMIGLGCGEGGEI.... The pAffinity is 7.3. (4) The drug is CC(C)Oc1ccc2cc([nH]c2c1)C(=O)Nc1ccc(cc1)-c1n[nH]c(=O)c2ccccc12. The target protein (Q13464) has sequence MSTGDSFETRFEKMDNLLRDPKSEVNSDCLLDGLDALVYDLDFPALRKNKNIDNFLSRYKDTINKIRDLRMKAEDYEVVKVIGRGAFGEVQLVRHKSTRKVYAMKLLSKFEMIKRSDSAFFWEERDIMAFANSPWVVQLFYAFQDDRYLYMVMEYMPGGDLVNLMSNYDVPEKWARFYTAEVVLALDAIHSMGFIHRDVKPDNMLLDKSGHLKLADFGTCMKMNKEGMVRCDTAVGTPDYISPEVLKSQGGDGYYGRECDWWSVGVFLYEMLVGDTPFYADSLVGTYSKIMNHKNSLTFPDDNDISKEAKNLICAFLTDREVRLGRNGVEEIKRHLFFKNDQWAWETLRDTVAPVVPDLSSDIDTSNFDDLEEDKGEEETFPIPKAFVGNQLPFVGFTYYSNRRYLSSANPNDNRTSSNADKSLQESLQKTIYKLEEQLHNEMQLKDEMEQKCRTSNIKLDKIMKELDEEGNQRRNLESTVSQIEKEKMLLQHRINEYQR.... The pAffinity is 7.0. (5) The compound is Nc1nnc([nH]1)N1CCC(CC1)N1Cc2ccncc2OC[C@@H]1Cc1ccc(Cl)cc1. The target protein (Q9BZP6) has sequence MTKLILLTGLVLILNLQLGSAYQLTCYFTNWAQYRPGLGRFMPDNIDPCLCTHLIYAFAGRQNNEITTIEWNDVTLYQAFNGLKNKNSQLKTLLAIGGWNFGTAPFTAMVSTPENRQTFITSVIKFLRQYEFDGLDFDWEYPGSRGSPPQDKHLFTVLVQEMREAFEQEAKQINKPRLMVTAAVAAGISNIQSGYEIPQLSQYLDYIHVMTYDLHGSWEGYTGENSPLYKYPTDTGSNAYLNVDYVMNYWKDNGAPAEKLIVGFPTYGHNFILSNPSNTGIGAPTSGAGPAGPYAKESGIWAYYEICTFLKNGATQGWDAPQEVPYAYQGNVWVGYDNIKSFDIKAQWLKHNKFGGAMVWAIDLDDFTGTFCNQGKFPLISTLKKALGLQSASCTAPAQPIEPITAAPSGSGNGSGSSSSGGSSGGSGFCAVRANGLYPVANNRNAFWHCVNGVTYQQNCQAGLVFDTSCDCCNWA. The pAffinity is 7.0. (6) The compound is CS(=O)(=O)c1cc(OCC(F)(F)F)cc(c1)-c1ccc(C[C@H](NC(=O)[C@H]2N[C@@H]3CC[C@H]2C3)C#N)c(F)c1. The target protein (P43235) has sequence MWGLKVLLLPVVSFALYPEEILDTHWELWKKTHRKQYNNKVDEISRRLIWEKNLKYISIHNLEASLGVHTYELAMNHLGDMTSEEVVQKMTGLKVPLSHSRSNDTLYIPEWEGRAPDSVDYRKKGYVTPVKNQGQCGSCWAFSSVGALEGQLKKKTGKLLNLSPQNLVDCVSENDGCGGGYMTNAFQYVQKNRGIDSEDAYPYVGQEESCMYNPTGKAAKCRGYREIPEGNEKALKRAVARVGPVSVAIDASLTSFQFYSKGVYYDESCNSDNLNHAVLAVGYGIQKGNKHWIIKNSWGENWGNKGYILMARNKNNACGIANLASFPKM. The pAffinity is 5.3. (7) The compound is COCc1cc(no1)C(=O)Nc1csc(n1)[C@]12CO[C@@H](C)C[C@H]1CSC(N)=N2. The target protein (P56817) has sequence MAQALPWLLLWMGAGVLPAHGTQHGIRLPLRSGLGGAPLGLRLPRETDEEPEEPGRRGSFVEMVDNLRGKSGQGYYVEMTVGSPPQTLNILVDTGSSNFAVGAAPHPFLHRYYQRQLSSTYRDLRKGVYVPYTQGKWEGELGTDLVSIPHGPNVTVRANIAAITESDKFFINGSNWEGILGLAYAEIARPDDSLEPFFDSLVKQTHVPNLFSLQLCGAGFPLNQSEVLASVGGSMIIGGIDHSLYTGSLWYTPIRREWYYEVIIVRVEINGQDLKMDCKEYNYDKSIVDSGTTNLRLPKKVFEAAVKSIKAASSTEKFPDGFWLGEQLVCWQAGTTPWNIFPVISLYLMGEVTNQSFRITILPQQYLRPVEDVATSQDDCYKFAISQSSTGTVMGAVIMEGFYVVFDRARKRIGFAVSACHVHDEFRTAAVEGPFVTLDMEDCGYNIPQTDESTLMTIAYVMAAICALFMLPLCLMVCQWRCLRCLRQQHDDFADDISLL.... The pAffinity is 5.2.